From a dataset of Forward reaction prediction with 1.9M reactions from USPTO patents (1976-2016). Predict the product of the given reaction. (1) Given the reactants [CH2:1]([S:3]([C:6]1[CH:7]=[C:8]([N+:13]([O-:15])=[O:14])[C:9](O)=[N:10][CH:11]=1)(=[O:5])=[O:4])[CH3:2].S(Cl)([Cl:18])=O, predict the reaction product. The product is: [Cl:18][C:9]1[C:8]([N+:13]([O-:15])=[O:14])=[CH:7][C:6]([S:3]([CH2:1][CH3:2])(=[O:5])=[O:4])=[CH:11][N:10]=1. (2) Given the reactants [H-].[Na+].[CH2:3]([OH:9])[C:4]1[O:8][CH:7]=[CH:6][CH:5]=1.[Cl:10][C:11]1[S:15][C:14]([S:16]([NH:19][C:20]2[C:25](Br)=[N:24][CH:23]=[C:22]([Cl:27])[N:21]=2)(=[O:18])=[O:17])=[CH:13][CH:12]=1.C(O)(=O)CC(CC(O)=O)(C(O)=O)O, predict the reaction product. The product is: [Cl:10][C:11]1[S:15][C:14]([S:16]([NH:19][C:20]2[C:25]([O:9][CH2:3][C:4]3[O:8][CH:7]=[CH:6][CH:5]=3)=[N:24][CH:23]=[C:22]([Cl:27])[N:21]=2)(=[O:18])=[O:17])=[CH:13][CH:12]=1.